From a dataset of Peptide-MHC class I binding affinity with 185,985 pairs from IEDB/IMGT. Regression. Given a peptide amino acid sequence and an MHC pseudo amino acid sequence, predict their binding affinity value. This is MHC class I binding data. The peptide sequence is FNKTIFLSE. The MHC is HLA-B08:01 with pseudo-sequence HLA-B08:01. The binding affinity (normalized) is 0.488.